This data is from Catalyst prediction with 721,799 reactions and 888 catalyst types from USPTO. The task is: Predict which catalyst facilitates the given reaction. (1) Reactant: Br[C:2]1[CH:3]=[C:4]([O:16][CH3:17])[C:5]2[N:6]([N:8]=[CH:9][C:10]=2[C:11]#[C:12][CH:13]2[CH2:15][CH2:14]2)[CH:7]=1.[CH3:18][N:19]1[CH:23]=[C:22](B2OC(C)(C)C(C)(C)O2)[CH:21]=[N:20]1.C(=O)([O-])[O-].[Na+].[Na+].O. Product: [CH:13]1([C:12]#[C:11][C:10]2[CH:9]=[N:8][N:6]3[CH:7]=[C:2]([C:22]4[CH:21]=[N:20][N:19]([CH3:18])[CH:23]=4)[CH:3]=[C:4]([O:16][CH3:17])[C:5]=23)[CH2:15][CH2:14]1. The catalyst class is: 62. (2) Reactant: [Br:1][C:2]1[CH:3]=[CH:4][C:5]([CH2:28]O)=[C:6]([NH:8][C:9]2([CH2:20][C:21]3[CH:26]=[CH:25][CH:24]=[C:23]([Cl:27])[CH:22]=3)[C:17]3[C:12](=[CH:13][C:14]([Cl:18])=[CH:15][CH:16]=3)[NH:11][C:10]2=[O:19])[CH:7]=1.O=S(Cl)Cl.C([O-])([O-])=O.[K+].[K+].[N:40]1([C:46](=[O:48])[CH3:47])[CH2:45][CH2:44][NH:43][CH2:42][CH2:41]1. Product: [C:46]([N:40]1[CH2:45][CH2:44][N:43]([CH2:28][C:5]2[CH:4]=[CH:3][C:2]([Br:1])=[CH:7][C:6]=2[NH:8][C:9]2([CH2:20][C:21]3[CH:26]=[CH:25][CH:24]=[C:23]([Cl:27])[CH:22]=3)[C:17]3[C:12](=[CH:13][C:14]([Cl:18])=[CH:15][CH:16]=3)[NH:11][C:10]2=[O:19])[CH2:42][CH2:41]1)(=[O:48])[CH3:47]. The catalyst class is: 2.